Dataset: Forward reaction prediction with 1.9M reactions from USPTO patents (1976-2016). Task: Predict the product of the given reaction. Given the reactants [OH:1][CH:2]1[CH2:7][CH2:6][NH:5][CH2:4][CH2:3]1.[C:8]([O:12][C:13](=O)[O:14]C(C)(C)C)([CH3:11])([CH3:10])[CH3:9], predict the reaction product. The product is: [OH:1][CH:2]1[CH2:7][CH2:6][N:5]([C:13]([O:12][C:8]([CH3:11])([CH3:10])[CH3:9])=[O:14])[CH2:4][CH2:3]1.